Dataset: Reaction yield outcomes from USPTO patents with 853,638 reactions. Task: Predict the reaction yield, written as a fraction of the theoretical maximum amount of product (1.0 means a 100% yield; for example, 0.34 means a 34% yield). (1) The reactants are C[O:2][C:3](=[O:27])[CH2:4][CH2:5][N:6]1[CH2:10][CH2:9][CH2:8][C@@H:7]1[CH2:11][O:12][C:13]1[CH:18]=[CH:17][C:16]([O:19][C:20]2[CH:25]=[CH:24][C:23]([Cl:26])=[CH:22][CH:21]=2)=[CH:15][CH:14]=1.Cl.O1CCOCC1. No catalyst specified. The product is [ClH:26].[Cl:26][C:23]1[CH:24]=[CH:25][C:20]([O:19][C:16]2[CH:15]=[CH:14][C:13]([O:12][CH2:11][C@H:7]3[CH2:8][CH2:9][CH2:10][N:6]3[CH2:5][CH2:4][C:3]([OH:27])=[O:2])=[CH:18][CH:17]=2)=[CH:21][CH:22]=1. The yield is 0.680. (2) The reactants are [CH2:1]([O:8][C:9]1[C:16]([O:17][CH3:18])=[CH:15][CH:14]=[CH:13][C:10]=1[CH:11]=O)[C:2]1[CH:7]=[CH:6][CH:5]=[CH:4][CH:3]=1.[CH3:19][S:20][CH2:21][S:22]([CH3:24])=[O:23].O1CCCC1.[OH-].C([N+](C)(C)C)C1C=CC=CC=1. The catalyst is CO. The product is [CH3:24][S:22]([C:21]([S:20][CH3:19])=[CH:11][C:10]1[CH:13]=[CH:14][CH:15]=[C:16]([O:17][CH3:18])[C:9]=1[O:8][CH2:1][C:2]1[CH:7]=[CH:6][CH:5]=[CH:4][CH:3]=1)=[O:23]. The yield is 0.910.